Task: Predict which catalyst facilitates the given reaction.. Dataset: Catalyst prediction with 721,799 reactions and 888 catalyst types from USPTO Reactant: Br[C:2]1[CH:3]=[C:4]2[CH:10]=[N:9][N:8]([CH2:11][O:12][CH2:13][CH2:14][Si:15]([CH3:18])([CH3:17])[CH3:16])[C:5]2=[N:6][CH:7]=1.[C:19](=[O:26])([O:21][C:22]([CH3:25])([CH3:24])[CH3:23])[NH2:20].CC1(C)C2C(=C(P(C3C=CC=CC=3)C3C=CC=CC=3)C=CC=2)OC2C(P(C3C=CC=CC=3)C3C=CC=CC=3)=CC=CC1=2.C([O-])([O-])=O.[Cs+].[Cs+]. Product: [CH3:16][Si:15]([CH3:18])([CH3:17])[CH2:14][CH2:13][O:12][CH2:11][N:8]1[C:5]2=[N:6][CH:7]=[C:2]([NH:20][C:19](=[O:26])[O:21][C:22]([CH3:25])([CH3:24])[CH3:23])[CH:3]=[C:4]2[CH:10]=[N:9]1. The catalyst class is: 1.